From a dataset of Forward reaction prediction with 1.9M reactions from USPTO patents (1976-2016). Predict the product of the given reaction. (1) Given the reactants FC(F)(F)S(O[C:7]1[CH:16]=[C:15]2[C:10]([CH:11]=[CH:12][N:13]=[CH:14]2)=[CH:9][CH:8]=1)(=O)=O.C(=O)([O-])[O-].[Cs+].[Cs+].C(=[NH:38])(C1C=CC=CC=1)C1C=CC=CC=1.C1C=CC(P(C2C(C3C(P(C4C=CC=CC=4)C4C=CC=CC=4)=CC=C4C=3C=CC=C4)=C3C(C=CC=C3)=CC=2)C2C=CC=CC=2)=CC=1, predict the reaction product. The product is: [CH:14]1[C:15]2[C:10](=[CH:9][CH:8]=[C:7]([NH2:38])[CH:16]=2)[CH:11]=[CH:12][N:13]=1. (2) Given the reactants CO.CCN([CH2:8][CH3:9])CC.CC[Mg+].[Br-].[CH2:14]([O:21][C@H:22]1[C@H:27]([O:28][CH2:29][C:30]2[CH:35]=[CH:34][CH:33]=[CH:32][CH:31]=2)[C@H:26]([O:36][CH2:37][C:38]2[CH:43]=[CH:42][CH:41]=[CH:40][CH:39]=2)[C@@H:25]([O:44][CH2:45][C:46]2[CH:51]=[CH:50][CH:49]=[CH:48][CH:47]=2)[O:24][C@@H:23]1[CH:52]=[O:53])[C:15]1[CH:20]=[CH:19][CH:18]=[CH:17][CH:16]=1, predict the reaction product. The product is: [CH2:14]([O:21][C@H:22]1[C@H:27]([O:28][CH2:29][C:30]2[CH:35]=[CH:34][CH:33]=[CH:32][CH:31]=2)[C@H:26]([O:36][CH2:37][C:38]2[CH:39]=[CH:40][CH:41]=[CH:42][CH:43]=2)[C@@H:25]([O:44][CH2:45][C:46]2[CH:47]=[CH:48][CH:49]=[CH:50][CH:51]=2)[O:24][C@@H:23]1[C@@H:52]([OH:53])[CH2:8][CH3:9])[C:15]1[CH:20]=[CH:19][CH:18]=[CH:17][CH:16]=1. (3) Given the reactants [C:1]([C:5]1[CH:6]=[C:7]([S:16][CH:17]2[CH2:22][CH2:21][N:20]([S:23]([C:26]3[S:27][CH:28]=[C:29]([C:31](OCC)=[O:32])[N:30]=3)(=[O:25])=[O:24])[CH2:19][CH2:18]2)[CH:8]=[C:9]([C:12]([CH3:15])([CH3:14])[CH3:13])[C:10]=1[OH:11])([CH3:4])([CH3:3])[CH3:2].[H-].[H-].[H-].[H-].[Li+].[Al+3], predict the reaction product. The product is: [C:12]([C:9]1[CH:8]=[C:7]([S:16][CH:17]2[CH2:18][CH2:19][N:20]([S:23]([C:26]3[S:27][CH:28]=[C:29]([CH2:31][OH:32])[N:30]=3)(=[O:25])=[O:24])[CH2:21][CH2:22]2)[CH:6]=[C:5]([C:1]([CH3:4])([CH3:3])[CH3:2])[C:10]=1[OH:11])([CH3:15])([CH3:14])[CH3:13]. (4) Given the reactants Br[C:2]1[CH:9]=[CH:8][C:5]([CH:6]=[O:7])=[CH:4][CH:3]=1.[CH2:10](B(O)O)[CH3:11], predict the reaction product. The product is: [CH2:10]([C:2]1[CH:9]=[CH:8][C:5]([CH:6]=[O:7])=[CH:4][CH:3]=1)[CH3:11]. (5) Given the reactants [CH3:1][O:2][C:3]1[CH:12]=[CH:11][C:6]2[C:7](=[O:10])[CH2:8][O:9][C:5]=2[C:4]=1[CH2:13][CH2:14][CH:15]1[CH2:20][CH2:19][N:18]([C:21]([O:23][C:24]([CH3:27])([CH3:26])[CH3:25])=[O:22])[CH2:17][CH2:16]1.[NH:28]1[C:32]2=[N:33][CH:34]=[CH:35][CH:36]=[C:31]2[C:30]([CH:37]=O)=[N:29]1.N1CCCCC1, predict the reaction product. The product is: [NH:28]1[C:32]2=[N:33][CH:34]=[CH:35][CH:36]=[C:31]2[C:30](/[CH:37]=[C:8]2\[O:9][C:5]3[C:4]([CH2:13][CH2:14][CH:15]4[CH2:20][CH2:19][N:18]([C:21]([O:23][C:24]([CH3:27])([CH3:26])[CH3:25])=[O:22])[CH2:17][CH2:16]4)=[C:3]([O:2][CH3:1])[CH:12]=[CH:11][C:6]=3[C:7]\2=[O:10])=[N:29]1. (6) Given the reactants [CH3:1][C@H:2]1[CH2:7][N:6]([CH2:8][C:9]2[CH:14]=[CH:13][C:12]([NH:15][CH3:16])=[CH:11][CH:10]=2)[CH2:5][CH2:4][N:3]1[C:17]([O:19][C:20]([CH3:23])([CH3:22])[CH3:21])=[O:18].[Cl:24][C:25]1[N:30]=[CH:29][C:28]([C:31](Cl)=[O:32])=[CH:27][CH:26]=1.C(N(CC)CC)C, predict the reaction product. The product is: [Cl:24][C:25]1[N:30]=[CH:29][C:28]([C:31]([N:15]([CH3:16])[C:12]2[CH:11]=[CH:10][C:9]([CH2:8][N:6]3[CH2:5][CH2:4][N:3]([C:17]([O:19][C:20]([CH3:22])([CH3:21])[CH3:23])=[O:18])[C@@H:2]([CH3:1])[CH2:7]3)=[CH:14][CH:13]=2)=[O:32])=[CH:27][CH:26]=1. (7) The product is: [O:7]=[C:6]1[NH:5][CH:4]=[CH:3][N:8]1[CH2:9][C:10]([O:12][CH2:13][CH3:14])=[O:11]. Given the reactants CO[CH:3](OC)[CH2:4][NH:5][C:6]([NH:8][CH2:9][C:10]([O:12][CH2:13][CH3:14])=[O:11])=[O:7].N(CC(OCC)=O)=C=O.COC(OC)CN, predict the reaction product. (8) Given the reactants [F:1][C:2]1[CH:7]=[CH:6][C:5]([NH:8][C:9]2[C:14]([C:15]3[C:23]4[C:18](=[C:19]([O:24]C)[N:20]=[CH:21][CH:22]=4)[N:17]([CH3:26])[CH:16]=3)=[CH:13][C:12]([N+:27]([O-:29])=[O:28])=[CH:11][N:10]=2)=[CH:4][CH:3]=1.Cl, predict the reaction product. The product is: [F:1][C:2]1[CH:7]=[CH:6][C:5]([NH:8][C:9]2[C:14]([C:15]3[C:23]4[CH:22]=[CH:21][NH:20][C:19](=[O:24])[C:18]=4[N:17]([CH3:26])[CH:16]=3)=[CH:13][C:12]([N+:27]([O-:29])=[O:28])=[CH:11][N:10]=2)=[CH:4][CH:3]=1. (9) The product is: [CH3:1][C@H:2]1[NH:7][C@@H:6]([CH3:8])[CH2:5][N:4]([C:9]2[C:10]([O:18][CH3:19])=[CH:11][C:12]([O:16][CH3:17])=[C:13]([NH:14][S:27]([C:24]3[CH:25]=[CH:26][C:21]([I:20])=[CH:22][CH:23]=3)(=[O:29])=[O:28])[CH:15]=2)[CH2:3]1. Given the reactants [CH3:1][C@H:2]1[NH:7][C@@H:6]([CH3:8])[CH2:5][N:4]([C:9]2[C:10]([O:18][CH3:19])=[CH:11][C:12]([O:16][CH3:17])=[C:13]([CH:15]=2)[NH2:14])[CH2:3]1.[I:20][C:21]1[CH:26]=[CH:25][C:24]([S:27](Cl)(=[O:29])=[O:28])=[CH:23][CH:22]=1, predict the reaction product. (10) Given the reactants [CH3:1][N:2]([C:20]1[C:21]2[CH:28]=[CH:27][NH:26][C:22]=2[N:23]=[CH:24][N:25]=1)[C@H:3]1[CH2:8][CH2:7][C@H:6]([CH2:9][S:10]([N:13]2[CH2:18][CH2:17][CH2:16][C@@H:15]([OH:19])[CH2:14]2)(=[O:12])=[O:11])[CH2:5][CH2:4]1.C(N(C(C)C)CC)(C)C.[P:38](OCl)([O:43][CH2:44][CH3:45])([O:40][CH2:41][CH3:42])=[O:39].CO, predict the reaction product. The product is: [P:38]([O:19][C@@H:15]1[CH2:16][CH2:17][CH2:18][N:13]([S:10]([CH2:9][C@H:6]2[CH2:5][CH2:4][C@H:3]([N:2]([CH3:1])[C:20]3[C:21]4[CH:28]=[CH:27][NH:26][C:22]=4[N:23]=[CH:24][N:25]=3)[CH2:8][CH2:7]2)(=[O:12])=[O:11])[CH2:14]1)([O:43][CH2:44][CH3:45])([O:40][CH2:41][CH3:42])=[O:39].